From a dataset of Full USPTO retrosynthesis dataset with 1.9M reactions from patents (1976-2016). Predict the reactants needed to synthesize the given product. Given the product [Cl:17][C:13]1[CH:14]=[C:15]([CH3:16])[C:10]2[O:9][C@@H:8]([CH:18]([CH3:20])[CH3:19])[C:7](=[O:21])[N:6]([CH2:5][CH2:4][C:3]([OH:22])=[O:2])[C:11]=2[CH:12]=1, predict the reactants needed to synthesize it. The reactants are: C[O:2][C:3](=[O:22])[CH2:4][CH2:5][N:6]1[C:11]2[CH:12]=[C:13]([Cl:17])[CH:14]=[C:15]([CH3:16])[C:10]=2[O:9][C@@H:8]([CH:18]([CH3:20])[CH3:19])[C:7]1=[O:21].[OH-].[Na+].